From a dataset of Reaction yield outcomes from USPTO patents with 853,638 reactions. Predict the reaction yield, written as a fraction of the theoretical maximum amount of product (1.0 means a 100% yield; for example, 0.34 means a 34% yield). (1) The product is [NH2:9][C:6]1[CH:7]=[CH:8][C:3]([O:2][CH3:1])=[C:4]([C:12]#[C:13][C:14]2[CH:15]=[N:16][C:17]([NH2:20])=[N:18][CH:19]=2)[CH:5]=1. The reactants are [CH3:1][O:2][C:3]1[CH:8]=[CH:7][C:6]([N+:9]([O-])=O)=[CH:5][C:4]=1[C:12]#[C:13][C:14]1[CH:15]=[N:16][C:17]([NH2:20])=[N:18][CH:19]=1.[In].Cl.C(=O)([O-])[O-].[K+].[K+]. The catalyst is C1COCC1.O. The yield is 0.420. (2) The reactants are [OH:1][C:2]1[CH:9]=[CH:8][C:5]([CH:6]=[O:7])=[CH:4][CH:3]=1.[F:10][C:11]([F:17])([F:16])[CH2:12][CH2:13][CH2:14]O.C1C=CC(P(C2C=CC=CC=2)C2C=CC=CC=2)=CC=1.CC(OC(/N=N/C(OC(C)C)=O)=O)C. The catalyst is C(Cl)Cl. The product is [F:10][C:11]([F:17])([F:16])[CH2:12][CH2:13][CH2:14][O:1][C:2]1[CH:9]=[CH:8][C:5]([CH:6]=[O:7])=[CH:4][CH:3]=1. The yield is 0.710. (3) The reactants are [F:1][C:2]1[CH:27]=[C:26]([N+:28]([O-:30])=[O:29])[CH:25]=[CH:24][C:3]=1[O:4][C:5]1[CH:10]=[CH:9][N:8]=[C:7]2[CH:11]=[C:12]([C:14]3[CH:19]=[CH:18][C:17](S(C)(=O)=O)=[CH:16][CH:15]=3)[S:13][C:6]=12.[C:31]([O:35][C:36]([N:38]1[CH2:43][CH2:42][N:41](C2C=CC(B(O)O)=CC=2)[CH2:40][CH2:39]1)=[O:37])([CH3:34])([CH3:33])[CH3:32]. No catalyst specified. The product is [F:1][C:2]1[CH:27]=[C:26]([N+:28]([O-:30])=[O:29])[CH:25]=[CH:24][C:3]=1[O:4][C:5]1[CH:10]=[CH:9][N:8]=[C:7]2[CH:11]=[C:12]([C:14]3[CH:15]=[CH:16][C:17]([N:41]4[CH2:40][CH2:39][N:38]([C:36]([O:35][C:31]([CH3:34])([CH3:33])[CH3:32])=[O:37])[CH2:43][CH2:42]4)=[CH:18][CH:19]=3)[S:13][C:6]=12. The yield is 0.700. (4) The reactants are [C:1]([C:3]1[CH:4]=[C:5]([O:22]C)[C:6]([NH:9][S:10]([CH2:13][C:14]2[CH:19]=[C:18]([Cl:20])[CH:17]=[C:16]([Cl:21])[CH:15]=2)(=[O:12])=[O:11])=[N:7][CH:8]=1)#[N:2].B(Br)(Br)Br. The catalyst is C(Cl)Cl. The product is [C:1]([C:3]1[CH:4]=[C:5]([OH:22])[C:6]([NH:9][S:10]([CH2:13][C:14]2[CH:19]=[C:18]([Cl:20])[CH:17]=[C:16]([Cl:21])[CH:15]=2)(=[O:12])=[O:11])=[N:7][CH:8]=1)#[N:2]. The yield is 0.180.